Dataset: Full USPTO retrosynthesis dataset with 1.9M reactions from patents (1976-2016). Task: Predict the reactants needed to synthesize the given product. (1) The reactants are: N(C(OCC)=O)=NC(OCC)=O.[Cl:13][C:14]1[C:23]2[C:18](=[CH:19][C:20]([O:25][CH3:26])=[C:21]([OH:24])[CH:22]=2)[N:17]=[CH:16][N:15]=1.[C:27]([N:30]1[CH2:35][CH2:34][N:33]([CH2:36][CH2:37][CH2:38]O)[CH2:32][CH2:31]1)(=[O:29])[CH3:28].C1(P(C2C=CC=CC=2)C2C=CC=CC=2)C=CC=CC=1. Given the product [C:27]([N:30]1[CH2:35][CH2:34][N:33]([CH2:36][CH2:37][CH2:38][O:24][C:21]2[CH:22]=[C:23]3[C:18](=[CH:19][C:20]=2[O:25][CH3:26])[N:17]=[CH:16][N:15]=[C:14]3[Cl:13])[CH2:32][CH2:31]1)(=[O:29])[CH3:28], predict the reactants needed to synthesize it. (2) The reactants are: [OH:1][C:2]1[CH:3]=[C:4]([C:8]23[CH2:15][CH2:14][C:11]([CH2:16][C:17]([OH:19])=[O:18])([CH2:12][CH2:13]2)[CH2:10][O:9]3)[CH:5]=[CH:6][CH:7]=1.[CH3:20]C1C=CC(S(O)(=O)=O)=CC=1. Given the product [OH:1][C:2]1[CH:3]=[C:4]([C:8]23[CH2:13][CH2:12][C:11]([CH2:16][C:17]([O:19][CH3:20])=[O:18])([CH2:14][CH2:15]2)[CH2:10][O:9]3)[CH:5]=[CH:6][CH:7]=1, predict the reactants needed to synthesize it.